This data is from Drug-target binding data from BindingDB using IC50 measurements. The task is: Regression. Given a target protein amino acid sequence and a drug SMILES string, predict the binding affinity score between them. We predict pIC50 (pIC50 = -log10(IC50 in M); higher means more potent). Dataset: bindingdb_ic50. The drug is CC(C)N1CCN(S(=O)(=O)c2ccc(NC(=O)c3ccc(C(F)(F)F)cc3[N+](=O)[O-])cc2)CC1. The target protein (Q9EPK8) has sequence MADPGDGPRAAPGEVAEPPGDESGTSGGEAFPLSSLANLFEGEEGSSSLSPVDASRPAGPGDGRPNLRMKFQGAFRKGVPNPIDLLESTLYESSVVPGPKKAPMDSLFDYGTYRHHPSDNKRWRRKVVEKQPQSPKAPAPQPPPILKVFNRPILFDIVSRGSTADLDGLLSFLLTHKKRLTDEEFREPSTGKTCLPKALLNLSNGRNDTIPVLLDIAERTGNMREFINSPFRDIYYRGQTSLHIAIERRCKHYVELLVAQGADVHAQARGRFFQPKDEGGYFYFGELPLSLAACTNQPHIVNYLTENPHKKADMRRQDSRGNTVLHALVAIADNTRENTKFVTKMYDLLLLKCSRLFPDSNLETVLNNDGLSPLMMAAKTGKIGVFQHIIRREVTDEDTRHLSRKFKDWAYGPVYSSLYDLSSLDTCGEEVSVLEILVYNSKIENRHEMLAVEPINELLRDKWRKFGAVSFYINVVSYLCAMVIFTLTAYYQPLEGTPPY.... The pIC50 is 7.2.